From a dataset of Full USPTO retrosynthesis dataset with 1.9M reactions from patents (1976-2016). Predict the reactants needed to synthesize the given product. (1) Given the product [CH2:15]([O:22][C:23]1[CH:28]=[CH:27][C:26]([CH2:29][C:30]2[NH:10][C:9]3[CH:8]=[CH:7][C:4]([C:5]#[N:6])=[CH:3][C:2]=3[N:1]=2)=[CH:25][CH:24]=1)[CH2:16][CH2:17][CH2:18][CH2:19][CH2:20][CH3:21], predict the reactants needed to synthesize it. The reactants are: [NH2:1][C:2]1[CH:3]=[C:4]([CH:7]=[CH:8][C:9]=1[NH2:10])[C:5]#[N:6].C[Al](C)C.[CH2:15]([O:22][C:23]1[CH:28]=[CH:27][C:26]([CH2:29][C:30](OC)=O)=[CH:25][CH:24]=1)[CH2:16][CH2:17][CH2:18][CH2:19][CH2:20][CH3:21].[C@H](O)(C([O-])=O)[C@@H](O)C([O-])=O.[Na+].[K+]. (2) Given the product [CH3:32][N:33]([CH2:34][CH2:35][O:1][C:2]1[CH:3]=[C:4]([S:8]([N:11]2[C:19]3[C:14](=[CH:15][CH:16]=[CH:17][CH:18]=3)[CH:13]=[CH:12]2)(=[O:10])=[O:9])[CH:5]=[CH:6][CH:7]=1)[CH3:37], predict the reactants needed to synthesize it. The reactants are: [OH:1][C:2]1[CH:3]=[C:4]([S:8]([N:11]2[C:19]3[C:14](=[CH:15][CH:16]=[CH:17][CH:18]=3)[CH:13]=[CH:12]2)(=[O:10])=[O:9])[CH:5]=[CH:6][CH:7]=1.O1CCCC1.C(=O)([O-])[O-].[K+].[K+].Cl.[CH3:32][N:33]([CH3:37])[CH2:34][CH2:35]Cl. (3) Given the product [Cl:24][CH:25]([Cl:29])[C:26]([NH:1][CH2:2][C@H:3]1[C@H:11]2[N:6]([C:7]3[CH:15]=[CH:14][C:13]([N:16]4[CH2:21][CH2:20][O:19][CH2:18][C:17]4=[O:22])=[CH:12][C:8]=3[O:9][CH2:10]2)[C:5](=[O:23])[O:4]1)=[O:27], predict the reactants needed to synthesize it. The reactants are: [NH2:1][CH2:2][C@H:3]1[C@H:11]2[N:6]([C:7]3[CH:15]=[CH:14][C:13]([N:16]4[CH2:21][CH2:20][O:19][CH2:18][C:17]4=[O:22])=[CH:12][C:8]=3[O:9][CH2:10]2)[C:5](=[O:23])[O:4]1.[Cl:24][CH:25]([Cl:29])[C:26](Cl)=[O:27]. (4) The reactants are: CCN(C(C)C)C(C)C.[Br:10][C:11]1[CH:20]=[C:19]2[C:14]([C:15]([OH:29])=[C:16]([C:24](OCC)=[O:25])[C:17](=[O:23])[C:18]2([CH3:22])[CH3:21])=[CH:13][CH:12]=1.Cl.[NH2:31][C@@H:32]([CH3:40])[C:33]([O:35][C:36]([CH3:39])([CH3:38])[CH3:37])=[O:34]. Given the product [Br:10][C:11]1[CH:20]=[C:19]2[C:14]([C:15]([OH:29])=[C:16]([C:24]([NH:31][C@H:32]([C:33]([O:35][C:36]([CH3:39])([CH3:38])[CH3:37])=[O:34])[CH3:40])=[O:25])[C:17](=[O:23])[C:18]2([CH3:21])[CH3:22])=[CH:13][CH:12]=1, predict the reactants needed to synthesize it. (5) Given the product [C:1]([C:3]1[CH:4]=[N:5][N:6]2[C:11](=[O:12])[C:10]([CH:13]([CH3:15])[CH3:14])=[C:9]([C:16]3[CH:17]=[N:18][N:19]([C:21]([CH3:30])([CH3:29])[C:22]([OH:24])=[O:23])[CH:20]=3)[NH:8][C:7]=12)#[N:2], predict the reactants needed to synthesize it. The reactants are: [C:1]([C:3]1[CH:4]=[N:5][N:6]2[C:11](=[O:12])[C:10]([CH:13]([CH3:15])[CH3:14])=[C:9]([C:16]3[CH:17]=[N:18][N:19]([C:21]([CH3:30])([CH3:29])[C:22]([O:24]C(C)(C)C)=[O:23])[CH:20]=3)[NH:8][C:7]=12)#[N:2]. (6) Given the product [F:15][C:2]([F:1])([F:14])[C:3]([N:5]1[CH2:10][CH2:9][NH:8][CH2:7][CH2:6]1)=[O:4], predict the reactants needed to synthesize it. The reactants are: [F:1][C:2]([F:15])([F:14])[C:3]([N:5]1[CH2:10][CH2:9][N:8](C(O)=O)[CH2:7][CH2:6]1)=[O:4].FC(F)(F)C(O)=O.